Predict the reaction yield, written as a fraction of the theoretical maximum amount of product (1.0 means a 100% yield; for example, 0.34 means a 34% yield). From a dataset of Reaction yield outcomes from USPTO patents with 853,638 reactions. (1) The reactants are [F:1][C:2]1[CH:7]=[CH:6][C:5]([N:8]2[C:12]([CH:13]([CH3:15])[CH3:14])=[C:11]([NH2:16])[CH:10]=[N:9]2)=[CH:4][CH:3]=1.[Cl:17][C:18]1[C:19]([C:29]([F:32])([F:31])[F:30])=[N:20][N:21]([CH:24]([CH3:28])[C:25](O)=[O:26])[C:22]=1[CH3:23].C(N(C(C)C)CC)(C)C.CN(C(ON1N=NC2C=CC=NC1=2)=[N+](C)C)C.F[P-](F)(F)(F)(F)F. The catalyst is CN(C=O)C.O. The product is [Cl:17][C:18]1[C:19]([C:29]([F:31])([F:30])[F:32])=[N:20][N:21]([CH:24]([CH3:28])[C:25]([NH:16][C:11]2[CH:10]=[N:9][N:8]([C:5]3[CH:4]=[CH:3][C:2]([F:1])=[CH:7][CH:6]=3)[C:12]=2[CH:13]([CH3:14])[CH3:15])=[O:26])[C:22]=1[CH3:23]. The yield is 0.320. (2) The reactants are Br[C:2]1[C:7](=[O:8])[N:6]([CH2:9][C:10]2[CH:15]=[CH:14][C:13]([C:16]3[C:17]([C:22]#[N:23])=[CH:18][CH:19]=[CH:20][CH:21]=3)=[CH:12][CH:11]=2)[C:5]([CH2:24][CH2:25][CH3:26])=[N:4][C:3]=1[CH2:27][CH3:28].[F:29][C:30]([F:42])([F:41])[O:31][C:32]1[CH:37]=[CH:36][C:35](B(O)O)=[CH:34][CH:33]=1.C(=O)([O-])[O-].[Cs+].[Cs+]. The catalyst is O1CCOCC1.C(OCC)(=O)C.C1C=CC(P(C2C=CC=CC=2)[C-]2C=CC=C2)=CC=1.C1C=CC(P(C2C=CC=CC=2)[C-]2C=CC=C2)=CC=1.Cl[Pd]Cl.[Fe+2]. The product is [CH2:27]([C:3]1[N:4]=[C:5]([CH2:24][CH2:25][CH3:26])[N:6]([CH2:9][C:10]2[CH:11]=[CH:12][C:13]([C:16]3[C:17]([C:22]#[N:23])=[CH:18][CH:19]=[CH:20][CH:21]=3)=[CH:14][CH:15]=2)[C:7](=[O:8])[C:2]=1[C:35]1[CH:34]=[CH:33][C:32]([O:31][C:30]([F:29])([F:41])[F:42])=[CH:37][CH:36]=1)[CH3:28]. The yield is 0.950.